Task: Predict the reactants needed to synthesize the given product.. Dataset: Full USPTO retrosynthesis dataset with 1.9M reactions from patents (1976-2016) Given the product [Br:1][C:2]1[CH:10]=[C:9]2[CH:5]([CH2:6][C:7]([CH3:13])([CH3:12])[C:8]2=[N:20][S:18]([C:14]([CH3:17])([CH3:16])[CH3:15])=[O:19])[CH2:4][CH:3]=1, predict the reactants needed to synthesize it. The reactants are: [Br:1][C:2]1[CH:10]=[C:9]2[C:5]([CH2:6][C:7]([CH3:13])([CH3:12])[C:8]2=O)=[CH:4][CH:3]=1.[C:14]([S:18]([NH2:20])=[O:19])([CH3:17])([CH3:16])[CH3:15].CCOC(C)=O.O.